This data is from Reaction yield outcomes from USPTO patents with 853,638 reactions. The task is: Predict the reaction yield, written as a fraction of the theoretical maximum amount of product (1.0 means a 100% yield; for example, 0.34 means a 34% yield). (1) The reactants are F[C:2]1[N:7]2[CH:8]=[C:9]([CH2:11][N:12]3[CH:25]4[CH:16]([CH2:17][CH2:18][C:19]5[C:24]4=[N:23][CH:22]=[CH:21][CH:20]=5)[CH2:15][CH2:14][CH2:13]3)[N:10]=[C:6]2[CH:5]=[CH:4][CH:3]=1.[CH3:26][N:27]1[CH2:32][CH2:31][NH:30][CH2:29][CH2:28]1. The catalyst is [Cl-].[Na+].O. The product is [CH3:26][N:27]1[CH2:32][CH2:31][N:30]([C:2]2[N:7]3[CH:8]=[C:9]([CH2:11][N:12]4[C@H:25]5[C@@H:16]([CH2:17][CH2:18][C:19]6[C:24]5=[N:23][CH:22]=[CH:21][CH:20]=6)[CH2:15][CH2:14][CH2:13]4)[N:10]=[C:6]3[CH:5]=[CH:4][CH:3]=2)[CH2:29][CH2:28]1.[CH3:26][N:27]1[CH2:32][CH2:31][N:30]([C:2]2[N:7]3[CH:8]=[C:9]([CH2:11][N:12]4[C@@H:25]5[C@@H:16]([CH2:17][CH2:18][C:19]6[C:24]5=[N:23][CH:22]=[CH:21][CH:20]=6)[CH2:15][CH2:14][CH2:13]4)[N:10]=[C:6]3[CH:5]=[CH:4][CH:3]=2)[CH2:29][CH2:28]1. The yield is 0.0700. (2) The reactants are [NH:1]1[CH:5]=[C:4]([C:6]2[C:7]3[CH:14]=[CH:13][N:12]([CH2:15][O:16][CH2:17][CH2:18][Si:19]([CH3:22])([CH3:21])[CH3:20])[C:8]=3[N:9]=[CH:10][N:11]=2)[CH:3]=[N:2]1.[C:23](#[N:30])[CH:24]=[CH:25][CH2:26][CH2:27][CH2:28][CH3:29].N12CCCN=C1CCCCC2. The catalyst is C(#N)C. The product is [CH3:20][Si:19]([CH3:22])([CH3:21])[CH2:18][CH2:17][O:16][CH2:15][N:12]1[C:8]2[N:9]=[CH:10][N:11]=[C:6]([C:4]3[CH:5]=[N:1][N:2]([CH:25]([CH2:26][CH2:27][CH2:28][CH3:29])[CH2:24][C:23]#[N:30])[CH:3]=3)[C:7]=2[CH:14]=[CH:13]1. The yield is 0.840. (3) The reactants are [CH3:1][O:2][C:3]1[CH:8]=[CH:7][C:6]([C:9]2[CH:10]=[CH:11][C:12](=[O:15])[NH:13][CH:14]=2)=[CH:5][CH:4]=1.C([O-])([O-])=O.[K+].[K+].Br[CH2:23][CH:24]1[CH2:29][CH2:28][CH2:27][CH2:26][CH2:25]1. The catalyst is C(#N)C. The product is [CH:24]1([CH2:23][N:13]2[CH:14]=[C:9]([C:6]3[CH:7]=[CH:8][C:3]([O:2][CH3:1])=[CH:4][CH:5]=3)[CH:10]=[CH:11][C:12]2=[O:15])[CH2:29][CH2:28][CH2:27][CH2:26][CH2:25]1. The yield is 0.310. (4) The yield is 0.350. The reactants are [CH3:1][O:2][C:3]1[CH:4]=[C:5]2[C:10](=[CH:11][CH:12]=1)[NH:9][C:8](=O)[CH:7]=[N:6]2.COC1C=C2C(N=CC(=O)N2)=CC=1.P(Cl)(Cl)([Cl:29])=O. No catalyst specified. The product is [Cl:29][C:8]1[CH:7]=[N:6][C:5]2[C:10](=[CH:11][CH:12]=[C:3]([O:2][CH3:1])[CH:4]=2)[N:9]=1. (5) The reactants are [Cl:1][C:2]1[CH:3]=[C:4]([CH:13]=[CH:14][C:15]([CH:21]2[CH2:25][CH2:24][CH2:23][CH2:22]2)([OH:20])[CH2:16][C:17](O)=[O:18])[CH:5]=[CH:6][C:7]=1[C:8]([C:11]#[N:12])([CH3:10])[CH3:9].C1N=CN(C(N2C=NC=C2)=O)C=1.C([O-])(=O)[CH2:39][C:40]([O-])=[O:41]. The catalyst is C(C(C(OC(C)(C)C)=O)C(OC)=O)C.CN(C1C=CN=CC=1)C.C1COCC1. The product is [Cl:1][C:2]1[CH:3]=[C:4]([CH2:13][CH2:14][C:15]2([CH:21]3[CH2:25][CH2:24][CH2:23][CH2:22]3)[CH2:16][C:17](=[O:18])[CH2:39][C:40](=[O:41])[O:20]2)[CH:5]=[CH:6][C:7]=1[C:8]([CH3:10])([CH3:9])[C:11]#[N:12]. The yield is 0.900. (6) The reactants are [O:1]1[CH2:6][CH2:5][CH2:4][CH2:3][CH:2]1[N:7]1[CH:11]=[C:10](B2OC(C)(C)C(C)(C)O2)[CH:9]=[N:8]1.Br[C:22]1[CH:23]=[C:24]2[C:28](=[CH:29][CH:30]=1)[N:27]([CH2:31][CH:32]1[CH2:37][CH2:36][N:35]([C:38]([O:40][CH2:41][C:42]3[CH:47]=[CH:46][CH:45]=[CH:44][CH:43]=3)=[O:39])[CH2:34][CH2:33]1)[N:26]=[CH:25]2.C(=O)([O-])[O-].[K+].[K+]. The catalyst is CN(C=O)C.O. The product is [O:1]1[CH2:6][CH2:5][CH2:4][CH2:3][CH:2]1[N:7]1[CH:11]=[C:10]([C:22]2[CH:23]=[C:24]3[C:28](=[CH:29][CH:30]=2)[N:27]([CH2:31][CH:32]2[CH2:33][CH2:34][N:35]([C:38]([O:40][CH2:41][C:42]4[CH:47]=[CH:46][CH:45]=[CH:44][CH:43]=4)=[O:39])[CH2:36][CH2:37]2)[N:26]=[CH:25]3)[CH:9]=[N:8]1. The yield is 0.450. (7) The reactants are [NH2:1][CH:2]1[CH2:11][CH2:10][C:9]2[CH:8]=[C:7]([C:12]([O:14][CH3:15])=[O:13])[CH:6]=[CH:5][C:4]=2[CH2:3]1.C(N(CC)CC)C.[CH3:23][C:24]([CH3:29])([CH3:28])[C:25](Cl)=[O:26]. The catalyst is C(Cl)Cl. The product is [CH3:23][C:24]([CH3:29])([CH3:28])[C:25]([NH:1][CH:2]1[CH2:11][CH2:10][C:9]2[CH:8]=[C:7]([C:12]([O:14][CH3:15])=[O:13])[CH:6]=[CH:5][C:4]=2[CH2:3]1)=[O:26]. The yield is 0.710. (8) The reactants are [CH2:1]1[CH2:6][CH2:5][C:4]([CH2:11][NH2:12])([CH2:7][C:8]([OH:10])=[O:9])[CH2:3][CH2:2]1.[CH2:13](O)[CH:14]=[CH2:15].S(Cl)([Cl:19])=O. The catalyst is C(OCC)C. The product is [ClH:19].[NH2:12][CH2:11][C:4]1([CH2:7][C:8]([O:10][CH2:15][CH:14]=[CH2:13])=[O:9])[CH2:3][CH2:2][CH2:1][CH2:6][CH2:5]1. The yield is 0.880. (9) The reactants are [C:1]([O:5][C:6]([N:8]([C@H:16]1[CH2:24][CH2:23][CH2:22][C@H:21]([O:25][CH2:26][CH2:27][CH3:28])[C@@H:20]([O:29][C:30]2[CH:35]=[CH:34][CH:33]=[CH:32][CH:31]=2)[C@H:19]([CH3:36])[O:18][C:17]1=[O:37])[C:9](=[O:15])[O:10][C:11]([CH3:14])([CH3:13])[CH3:12])=[O:7])([CH3:4])([CH3:3])[CH3:2].C1C(=O)N([Br:45])C(=O)C1. The catalyst is C(Cl)Cl.[Al]. The product is [Br:45][C:33]1[CH:34]=[CH:35][C:30]([O:29][C@H:20]2[C@H:19]([CH3:36])[O:18][C:17](=[O:37])[C@@H:16]([N:8]([C:6]([O:5][C:1]([CH3:2])([CH3:3])[CH3:4])=[O:7])[C:9](=[O:15])[O:10][C:11]([CH3:12])([CH3:13])[CH3:14])[CH2:24][CH2:23][CH2:22][C@@H:21]2[O:25][CH2:26][CH2:27][CH3:28])=[CH:31][CH:32]=1. The yield is 0.940. (10) The reactants are [C:1]1([C:7]2[O:11][N:10]=[C:9]([C:12]3[O:16][N:15]=[C:14]4[C:17]5[CH:18]=[CH:19][C:20]([CH:25]=C)=[CH:21][C:22]=5[O:23][CH2:24][C:13]=34)[C:8]=2[C:27]([F:30])([F:29])[F:28])[CH:6]=[CH:5][CH:4]=[CH:3][CH:2]=1.C[N+]1([O-])CC[O:35]CC1.I([O-])(=O)(=O)=O.[Na+].O. The catalyst is C(OCC)(=O)C.[Os](=O)(=O)(=O)=O. The product is [C:1]1([C:7]2[O:11][N:10]=[C:9]([C:12]3[O:16][N:15]=[C:14]4[C:17]5[CH:18]=[CH:19][C:20]([CH:25]=[O:35])=[CH:21][C:22]=5[O:23][CH2:24][C:13]=34)[C:8]=2[C:27]([F:28])([F:30])[F:29])[CH:6]=[CH:5][CH:4]=[CH:3][CH:2]=1. The yield is 0.950.